The task is: Predict the reaction yield, written as a fraction of the theoretical maximum amount of product (1.0 means a 100% yield; for example, 0.34 means a 34% yield).. This data is from Reaction yield outcomes from USPTO patents with 853,638 reactions. (1) The catalyst is C(Cl)Cl. The product is [CH3:53][O:52][C@H:45]1[C:44]([CH3:55])([CH3:54])[O:43][C@@H:42]([O:10][C:11]2[C:20]([CH3:21])=[C:19]3[C:14]([CH:15]=[C:16]([NH:23][C:24](=[O:33])[O:25][CH2:26][C:27]4[CH:32]=[CH:31][CH:30]=[CH:29][CH:28]=4)[C:17](=[O:22])[O:18]3)=[CH:13][C:12]=2[O:34][CH2:35][CH2:36][CH3:37])[C@@H:47]2[O:48][C:49](=[O:51])[O:50][C@H:46]12. The yield is 0.950. The reactants are B(F)(F)F.CCOCC.[OH:10][C:11]1[C:20]([CH3:21])=[C:19]2[C:14]([CH:15]=[C:16]([NH:23][C:24](=[O:33])[O:25][CH2:26][C:27]3[CH:32]=[CH:31][CH:30]=[CH:29][CH:28]=3)[C:17](=[O:22])[O:18]2)=[CH:13][C:12]=1[O:34][CH2:35][CH2:36][CH3:37].ClC(Cl)(Cl)C(=N)O[C@H:42]1[C@@H:47]2[O:48][C:49](=[O:51])[O:50][C@@H:46]2[C@@H:45]([O:52][CH3:53])[C:44]([CH3:55])([CH3:54])[O:43]1.C(N(CC)CC)C. (2) The reactants are [H-].[Na+].[Br:3][C:4]1[C:5]([F:24])=[CH:6][C:7]2[C:8]3[CH2:16][N:15]([C:17]([O:19][C:20]([CH3:23])([CH3:22])[CH3:21])=[O:18])[CH2:14][CH2:13][C:9]=3[NH:10][C:11]=2[CH:12]=1.I[CH3:26]. The catalyst is CN(C=O)C. The product is [Br:3][C:4]1[C:5]([F:24])=[CH:6][C:7]2[C:8]3[CH2:16][N:15]([C:17]([O:19][C:20]([CH3:21])([CH3:23])[CH3:22])=[O:18])[CH2:14][CH2:13][C:9]=3[N:10]([CH3:26])[C:11]=2[CH:12]=1. The yield is 0.830. (3) The yield is 0.880. The product is [Br:1][C:2]1[CH:7]=[CH:6][C:5]([C:8]2[S:12][C:11]3[CH:13]=[C:14]([OH:17])[CH:15]=[CH:16][C:10]=3[CH:9]=2)=[CH:4][CH:3]=1. No catalyst specified. The reactants are [Br:1][C:2]1[CH:7]=[CH:6][C:5]([C:8]2[S:12][C:11]3[CH:13]=[C:14]([O:17]C)[CH:15]=[CH:16][C:10]=3[CH:9]=2)=[CH:4][CH:3]=1.B(Br)(Br)Br. (4) The reactants are [CH2:1]([O:8][C:9]1[CH:18]=[C:17]2[C:12]([C:13](O)=[CH:14][CH:15]=[N:16]2)=[CH:11][CH:10]=1)[C:2]1[CH:7]=[CH:6][CH:5]=[CH:4][CH:3]=1.P(Cl)(Cl)([Cl:22])=O.[OH-].[Na+]. The catalyst is C1(C)C=CC=CC=1.CCOC(C)=O. The product is [CH2:1]([O:8][C:9]1[CH:18]=[C:17]2[C:12]([C:13]([Cl:22])=[CH:14][CH:15]=[N:16]2)=[CH:11][CH:10]=1)[C:2]1[CH:7]=[CH:6][CH:5]=[CH:4][CH:3]=1. The yield is 0.916. (5) The catalyst is O1CCOCC1.CN1CCCC1=O. The product is [Cl:16][C:10]1[CH:11]=[CH:12][CH:13]=[C:14]([Cl:15])[C:9]=1[CH2:8][C:6]1[N:7]=[C:2]([NH:26][CH2:27][CH:28]([OH:31])[CH2:29][OH:30])[N:3]=[C:4]([NH:17][C:18]2[CH:25]=[CH:24][C:21]([C:22]#[N:23])=[CH:20][CH:19]=2)[N:5]=1. The yield is 0.869. The reactants are Cl[C:2]1[N:7]=[C:6]([CH2:8][C:9]2[C:14]([Cl:15])=[CH:13][CH:12]=[CH:11][C:10]=2[Cl:16])[N:5]=[C:4]([NH:17][C:18]2[CH:25]=[CH:24][C:21]([C:22]#[N:23])=[CH:20][CH:19]=2)[N:3]=1.[NH2:26][CH2:27][CH:28]([OH:31])[CH2:29][OH:30].